This data is from Full USPTO retrosynthesis dataset with 1.9M reactions from patents (1976-2016). The task is: Predict the reactants needed to synthesize the given product. (1) Given the product [Cl:1][C:2]1[C:11]([C:12]([NH:25][CH2:24][C:23]2[CH:26]=[CH:27][CH:28]=[C:21]([F:20])[CH:22]=2)=[O:13])=[C:10]([CH3:15])[C:9]2[C:4](=[CH:5][C:6]([C:16]([F:19])([F:18])[F:17])=[CH:7][CH:8]=2)[N:3]=1, predict the reactants needed to synthesize it. The reactants are: [Cl:1][C:2]1[C:11]([C:12](Cl)=[O:13])=[C:10]([CH3:15])[C:9]2[C:4](=[CH:5][C:6]([C:16]([F:19])([F:18])[F:17])=[CH:7][CH:8]=2)[N:3]=1.[F:20][C:21]1[CH:22]=[C:23]([CH:26]=[CH:27][CH:28]=1)[CH2:24][NH2:25].CCN(C(C)C)C(C)C. (2) Given the product [C:1]1([C:7]2[N:11]([CH2:12][C:13]([OH:15])=[O:14])[C:10]3[CH:17]=[CH:18][CH:19]=[CH:20][C:9]=3[N:8]=2)[CH:2]=[CH:3][CH:4]=[CH:5][CH:6]=1, predict the reactants needed to synthesize it. The reactants are: [C:1]1([C:7]2[N:11]([CH2:12][C:13]([O:15]C)=[O:14])[C:10]3[CH:17]=[CH:18][CH:19]=[CH:20][C:9]=3[N:8]=2)[CH:6]=[CH:5][CH:4]=[CH:3][CH:2]=1.[OH-].[Na+]. (3) The reactants are: [Cl:1][C:2]1[CH:3]=[C:4]([N+:18]([O-:20])=[O:19])[C:5]([CH:8]([C:10]2[C:11]([CH3:17])=[N:12][CH:13]=[CH:14][C:15]=2[CH3:16])[OH:9])=[N:6][CH:7]=1.CC(OI1(OC(C)=O)(OC(C)=O)OC(=O)C2C=CC=CC1=2)=O.[O-]S([O-])(=S)=O.[Na+].[Na+].C([O-])(O)=O.[Na+]. Given the product [Cl:1][C:2]1[CH:3]=[C:4]([N+:18]([O-:20])=[O:19])[C:5]([C:8]([C:10]2[C:11]([CH3:17])=[N:12][CH:13]=[CH:14][C:15]=2[CH3:16])=[O:9])=[N:6][CH:7]=1, predict the reactants needed to synthesize it. (4) Given the product [F:30][C:23]1[CH:22]=[CH:21][C:20]([CH2:19][N:1]2[C:10]3[C:5](=[CH:6][CH:7]=[CH:8][CH:9]=3)[C:4](=[O:11])[CH:3]=[N:2]2)=[CH:29][C:24]=1[C:25]([O:27][CH3:28])=[O:26], predict the reactants needed to synthesize it. The reactants are: [NH:1]1[C:10]2[C:5](=[CH:6][CH:7]=[CH:8][CH:9]=2)[C:4](=[O:11])[CH:3]=[N:2]1.C([O-])([O-])=O.[K+].[K+].Br[CH2:19][C:20]1[CH:21]=[CH:22][C:23]([F:30])=[C:24]([CH:29]=1)[C:25]([O:27][CH3:28])=[O:26].C(Cl)Cl.CO. (5) Given the product [Br:1][C:2]1[CH:3]=[C:4]([S:10]([NH:13][C:14]2[CH:15]=[N:16][CH:17]=[CH:18][C:19]=2[OH:20])(=[O:12])=[O:11])[CH:5]=[N:6][C:7]=1[O:8][CH3:9], predict the reactants needed to synthesize it. The reactants are: [Br:1][C:2]1[CH:3]=[C:4]([S:10]([NH:13][C:14]2[CH:15]=[N:16][CH:17]=[C:18](Cl)[C:19]=2[OH:20])(=[O:12])=[O:11])[CH:5]=[N:6][C:7]=1[O:8][CH3:9].BrC1C=C(S(NC2C=NC=CC=2O)(=O)=O)C=NC=1Cl.BrC1C=C(S(NC2C=NC=C(Cl)C=2O)(=O)=O)C=NC=1Cl. (6) Given the product [C:34]1([NH:33][C:21]([N:6]2[CH:5]3[C:13]([C:14]4[CH:15]=[CH:16][CH:17]=[C:18]5[C:20]=4[C:3](=[C:2]([CH3:1])[NH:19]5)[CH2:4]3)=[CH:12][CH:8]([C:9]([N:42]3[CH2:47][CH2:46][CH2:45][CH2:44][CH2:43]3)=[O:10])[CH2:7]2)=[O:61])[CH:35]=[CH:36][CH:37]=[CH:38][CH:41]=1, predict the reactants needed to synthesize it. The reactants are: [CH3:1][C:2]1[NH:19][C:18]2[C:20]3[C:3]=1[CH2:4][C@@H:5]1[C:13]([C:14]=3[CH:15]=[CH:16][CH:17]=2)=[CH:12][C@@H:8]([C:9](=O)[OH:10])[CH2:7][N:6]1[CH3:21].OC([C@@H]1C=C2[C@@H](CC3[C:41]4[C:34](=[CH:35][CH:36]=[CH:37][C:38]2=4)[NH:33]C=3)N(C)C1)=O.[NH:42]1[CH2:47][CH2:46][CH2:45][CH2:44][CH2:43]1.N1CCCC1.C1(N=C=[O:61])C=CC=CC=1. (7) Given the product [CH:1]1[C:13]2[CH:12]([CH2:17][CH2:16][CH:15]3[C:14]4[CH:21]=[CH:20][CH:8]=[CH:7][C:6]=4[C:5]4[C:4]3=[CH:3][CH:2]=[CH:1][CH:13]=4)[C:11]3[C:6](=[CH:7][CH:8]=[CH:9][CH:10]=3)[C:5]=2[CH:4]=[CH:3][CH:2]=1, predict the reactants needed to synthesize it. The reactants are: [CH:1]1[C:13]2[CH2:12][C:11]3[C:6](=[CH:7][CH:8]=[CH:9][CH:10]=3)[C:5]=2[CH:4]=[CH:3][CH:2]=1.[CH2:14]([Li])[CH2:15][CH2:16][CH3:17].Br[CH2:20][CH2:21]Br.Cl. (8) Given the product [CH3:1][O:2][C:3]1[CH:4]=[C:5]([CH:9]=[CH:10][C:11]=1[O:12][CH3:13])[C:6]([NH:62][C:60]1[S:59][C:49]2[C:50]([N:53]3[CH2:58][CH2:57][O:56][CH2:55][CH2:54]3)=[N:51][CH:52]=[C:47]([O:46][CH3:45])[C:48]=2[N:61]=1)=[O:8], predict the reactants needed to synthesize it. The reactants are: [CH3:1][O:2][C:3]1[CH:4]=[C:5]([CH:9]=[CH:10][C:11]=1[O:12][CH3:13])[C:6]([OH:8])=O.CN(C(ON1N=NC2C=CC=NC1=2)=[N+](C)C)C.F[P-](F)(F)(F)(F)F.CN1CCOCC1.[CH3:45][O:46][C:47]1[C:48]2[N:61]=[C:60]([NH2:62])[S:59][C:49]=2[C:50]([N:53]2[CH2:58][CH2:57][O:56][CH2:55][CH2:54]2)=[N:51][CH:52]=1. (9) Given the product [Cl-:8].[CH2:1]([N+:3]([CH2:6][CH3:7])([CH2:4][CH3:5])[CH2:9][CH2:10][CH2:11][CH2:12][CH2:13][CH2:14][CH2:15][CH3:16])[CH3:2], predict the reactants needed to synthesize it. The reactants are: [CH2:1]([N:3]([CH2:6][CH3:7])[CH2:4][CH3:5])[CH3:2].[Cl:8][CH2:9][CH2:10][CH2:11][CH2:12][CH2:13][CH2:14][CH2:15][CH3:16]. (10) Given the product [F:16][C:2]([F:1])([F:15])[C:3]1[O:7][N:6]=[C:5]([C:8]2[N:9]=[CH:10][C:11]([NH:14][C:17](=[O:19])[CH3:18])=[N:12][CH:13]=2)[N:4]=1, predict the reactants needed to synthesize it. The reactants are: [F:1][C:2]([F:16])([F:15])[C:3]1[O:7][N:6]=[C:5]([C:8]2[N:9]=[CH:10][C:11]([NH2:14])=[N:12][CH:13]=2)[N:4]=1.[C:17](Cl)(=[O:19])[CH3:18].